The task is: Predict the reaction yield, written as a fraction of the theoretical maximum amount of product (1.0 means a 100% yield; for example, 0.34 means a 34% yield).. This data is from Reaction yield outcomes from USPTO patents with 853,638 reactions. (1) The reactants are [O:1]1[C:5]2[CH:6]=[CH:7][C:8]([N:10]3[C:19]4[C:14](=[CH:15][CH:16]=[CH:17][CH:18]=4)[N:13]=[C:12]([C:20](Cl)=[O:21])[C:11]3=[O:23])=[CH:9][C:4]=2[O:3][CH2:2]1.[C:24]1(=[O:31])[CH2:29][CH2:28][CH2:27][C:26](=[O:30])[CH2:25]1.C(N(CC)CC)C.Cl. The catalyst is ClCCl.CC(C)(O)C#N.O.CO. The product is [O:1]1[C:5]2[CH:6]=[CH:7][C:8]([N:10]3[C:19]4[C:14](=[CH:15][CH:16]=[CH:17][CH:18]=4)[N:13]=[C:12]([C:20]([C:25]4[C:26](=[O:30])[CH2:27][CH2:28][CH2:29][C:24]=4[OH:31])=[O:21])[C:11]3=[O:23])=[CH:9][C:4]=2[O:3][CH2:2]1. The yield is 0.750. (2) The reactants are C([O:4][C@@H:5]1[C@@H:11]([O:12]C(=O)C)[C@:10]2([C:17]3[CH:22]=[CH:21][C:20]([Cl:23])=[C:19]([C:24](=[O:34])[C:25]4[CH:30]=[CH:29][C:28]([O:31][CH2:32][CH3:33])=[CH:27][CH:26]=4)[CH:18]=3)[O:16][C@@:7]([CH2:35][O:36]C(=O)C)([CH2:8][O:9]2)[C@H:6]1[O:40]C(=O)C)(=O)C.[BH4-].[Na+]. The catalyst is CO. The product is [Cl:23][C:20]1[CH:21]=[CH:22][C:17]([C@@:10]23[O:16][C@@:7]([CH2:35][OH:36])([CH2:8][O:9]2)[C@@H:6]([OH:40])[C@H:5]([OH:4])[C@H:11]3[OH:12])=[CH:18][C:19]=1[CH:24]([C:25]1[CH:26]=[CH:27][C:28]([O:31][CH2:32][CH3:33])=[CH:29][CH:30]=1)[OH:34]. The yield is 0.930. (3) The reactants are [CH3:1][O:2][C:3](=[O:37])[CH2:4][CH2:5][CH:6]([NH:22][C:23](=[O:36])[CH2:24][CH2:25][CH2:26][CH2:27][CH2:28][CH2:29][C:30]1[CH:35]=[CH:34][CH:33]=[CH:32][CH:31]=1)[CH2:7][C:8]1[CH:13]=[CH:12][C:11]([O:14]CC2C=CC=CC=2)=[CH:10][CH:9]=1.Cl. The catalyst is C1COCC1.[Pd]. The product is [CH3:1][O:2][C:3](=[O:37])[CH2:4][CH2:5][CH:6]([NH:22][C:23](=[O:36])[CH2:24][CH2:25][CH2:26][CH2:27][CH2:28][CH2:29][C:30]1[CH:31]=[CH:32][CH:33]=[CH:34][CH:35]=1)[CH2:7][C:8]1[CH:13]=[CH:12][C:11]([OH:14])=[CH:10][CH:9]=1. The yield is 0.980. (4) The reactants are [CH2:1]([OH:4])[CH2:2][OH:3].[H-].[Na+].[Br:7][C:8]1[CH:13]=[CH:12][C:11]([CH2:14]Br)=[CH:10][CH:9]=1.O. The catalyst is C1COCC1.[N+](CCCC)(CCCC)(CCCC)CCCC.[I-].CCOC(C)=O. The product is [Br:7][C:8]1[CH:13]=[CH:12][C:11]([CH2:14][O:3][CH2:2][CH2:1][OH:4])=[CH:10][CH:9]=1. The yield is 0.400. (5) The reactants are [Cl:1][C:2]1[CH:19]=[CH:18][C:5]([CH2:6][N:7]2[C:15]3[C:14](=[O:16])[NH:13][C:12](=[O:17])[NH:11][C:10]=3[N:9]=[CH:8]2)=[CH:4][CH:3]=1.C1C(=O)N([Cl:27])C(=O)C1. The catalyst is C1COCC1. The product is [Cl:27][C:8]1[N:7]([CH2:6][C:5]2[CH:18]=[CH:19][C:2]([Cl:1])=[CH:3][CH:4]=2)[C:15]2[C:14](=[O:16])[NH:13][C:12](=[O:17])[NH:11][C:10]=2[N:9]=1. The yield is 0.182. (6) The reactants are Cl.[NH2:2][C:3]1[N:8]=[CH:7][C:6](/[CH:9]=[CH:10]/[C:11]([OH:13])=O)=[CH:5][C:4]=1[CH2:14][N:15]1[CH2:20][CH2:19][CH2:18][CH2:17][CH2:16]1.Cl.[CH3:22][N:23]1[CH2:29][C:28]2[CH:30]=[C:31](/[CH:34]=[CH:35]/[C:36](O)=O)C=N[C:27]=2[NH:26][C:25](=O)[CH2:24]1.CNCC1N(C)C2C(C=1)=CC=CC=2.CNCC1C=CC2C(=CC=CC=2)C=1CCC. No catalyst specified. The product is [NH2:2][C:3]1[N:8]=[CH:7][C:6](/[CH:9]=[CH:10]/[C:11]([N:26]([CH3:27])[CH2:25][C:24]2[N:23]([CH3:22])[C:29]3[C:35]([CH:36]=2)=[CH:34][CH:31]=[CH:30][CH:28]=3)=[O:13])=[CH:5][C:4]=1[CH2:14][N:15]1[CH2:20][CH2:19][CH2:18][CH2:17][CH2:16]1. The yield is 0.540.